Dataset: Catalyst prediction with 721,799 reactions and 888 catalyst types from USPTO. Task: Predict which catalyst facilitates the given reaction. (1) Reactant: C([N:3](CC)CC)C.[CH3:8][C:9](C)([CH2:13][C:14]1[CH:19]=[CH:18][C:17]([O:20][CH3:21])=[CH:16][CH:15]=1)[C:10](O)=O.ClC(OCC)=O.[N-]=[N+]=[N-].[Na+]. Product: [CH3:8][C:9]([NH2:3])([CH3:10])[CH2:13][C:14]1[CH:19]=[CH:18][C:17]([O:20][CH3:21])=[CH:16][CH:15]=1. The catalyst class is: 283. (2) Reactant: Cl[C:2]1[N:6]=[C:5]([CH:7]2[CH2:12][CH:11]([C:13]3[CH:18]=[CH:17][C:16]([CH2:19][CH3:20])=[CH:15][CH:14]=3)[CH2:10][N:9]([C:21]([N:23]3[CH2:28][CH2:27][CH:26]([OH:29])[CH2:25][CH2:24]3)=[O:22])[CH2:8]2)[O:4][N:3]=1.[NH:30]1[CH2:33][CH2:32][CH2:31]1. Product: [N:30]1([C:2]2[N:6]=[C:5]([CH:7]3[CH2:12][CH:11]([C:13]4[CH:18]=[CH:17][C:16]([CH2:19][CH3:20])=[CH:15][CH:14]=4)[CH2:10][N:9]([C:21]([N:23]4[CH2:28][CH2:27][CH:26]([OH:29])[CH2:25][CH2:24]4)=[O:22])[CH2:8]3)[O:4][N:3]=2)[CH2:33][CH2:32][CH2:31]1. The catalyst class is: 8. (3) Reactant: [CH2:1]([O:4][C:5]([C:7]1[CH:11]=[C:10]([CH2:12]O)[O:9][N:8]=1)=[O:6])[CH:2]=[CH2:3].C1(P(C2C=CC=CC=2)C2C=CC=CC=2)C=CC=CC=1.C(Br)(Br)(Br)[Br:34]. Product: [CH2:1]([O:4][C:5]([C:7]1[CH:11]=[C:10]([CH2:12][Br:34])[O:9][N:8]=1)=[O:6])[CH:2]=[CH2:3]. The catalyst class is: 4. (4) Reactant: Cl[CH2:2][C:3]1[CH:8]=[C:7]([O:9][CH3:10])[CH:6]=[C:5]([F:11])[CH:4]=1.[C-:12]#[N:13].[K+]. Product: [F:11][C:5]1[CH:4]=[C:3]([CH2:2][C:12]#[N:13])[CH:8]=[C:7]([O:9][CH3:10])[CH:6]=1. The catalyst class is: 58.